From a dataset of Forward reaction prediction with 1.9M reactions from USPTO patents (1976-2016). Predict the product of the given reaction. (1) Given the reactants [H-].[Al+3].[Li+].[H-].[H-].[H-].[F:7][C:8]([CH3:31])([CH3:30])[CH2:9][CH2:10][O:11][C:12]1[CH:17]=[CH:16][C:15]([C:18]2[CH:23]=[CH:22][CH:21]=[C:20]([C:24](OC)=[O:25])[C:19]=2[CH3:28])=[C:14]([CH3:29])[CH:13]=1, predict the reaction product. The product is: [F:7][C:8]([CH3:31])([CH3:30])[CH2:9][CH2:10][O:11][C:12]1[CH:17]=[CH:16][C:15]([C:18]2[CH:23]=[CH:22][CH:21]=[C:20]([CH2:24][OH:25])[C:19]=2[CH3:28])=[C:14]([CH3:29])[CH:13]=1. (2) Given the reactants [NH2:1][C:2]1[CH:7]=[C:6]([Cl:8])[CH:5]=[CH:4][C:3]=1[OH:9].O.C(=O)([O-])O.[Na+].[Cl:16][CH2:17][C:18](Cl)=[O:19], predict the reaction product. The product is: [Cl:16][CH2:17][C:18]([NH:1][C:2]1[CH:7]=[C:6]([Cl:8])[CH:5]=[CH:4][C:3]=1[OH:9])=[O:19]. (3) Given the reactants [BH-](OC(C)=O)(OC(C)=O)OC(C)=O.[Na+].[Br:15][C:16]([F:26])=[CH:17][C:18]1[CH:25]=[CH:24][C:21]([CH:22]=O)=[CH:20][CH:19]=1.[NH:27]1[CH2:32][CH2:31][O:30][CH2:29][CH2:28]1, predict the reaction product. The product is: [Br:15]/[C:16](/[F:26])=[CH:17]/[C:18]1[CH:25]=[CH:24][C:21]([CH2:22][N:27]2[CH2:32][CH2:31][O:30][CH2:29][CH2:28]2)=[CH:20][CH:19]=1. (4) Given the reactants [F:1][C:2]1[C:3]([NH2:12])=[CH:4][C:5]2[C:10]([CH:11]=1)=[CH:9][CH:8]=[CH:7][CH:6]=2.[N:13]([O-])=O.[Na+].[F:17][C:18]([F:30])([F:29])[C:19](=O)[CH2:20][C:21]([C:23]1[O:24][CH:25]=[CH:26][CH:27]=1)=O, predict the reaction product. The product is: [F:17][C:18]([F:30])([F:29])[C:19]1[CH:20]=[C:21]([C:23]2[O:24][CH:25]=[CH:26][CH:27]=2)[N:12]([C:3]2[C:2]([F:1])=[CH:11][C:10]3[C:5](=[CH:6][CH:7]=[CH:8][CH:9]=3)[CH:4]=2)[N:13]=1. (5) The product is: [F:1][C:2]1[C:7]([F:8])=[C:6]([N+:9]([O-:11])=[O:10])[CH:5]=[CH:4][C:3]=1[CH3:12]. Given the reactants [F:1][C:2]1[C:7]([F:8])=[C:6]([N+:9]([O-:11])=[O:10])[CH:5]=[CH:4][C:3]=1[CH2:12]C(O)=O.FC1C(F)=CC=C([N+]([O-])=O)C=1CC(O)=O.C(=O)([O-])[O-].[K+].[K+].FC1C(F)=CC=C([N+]([O-])=O)C=1C, predict the reaction product. (6) The product is: [CH:17]1([N:5]2[C:4](=[O:20])[CH:3]=[C:2]([N:1]=[CH:21][N:22]([CH3:25])[CH3:23])[N:7]([C:8]3[CH:13]=[CH:12][C:11]([I:14])=[CH:10][C:9]=3[F:15])[C:6]2=[O:16])[CH2:18][CH2:19]1. Given the reactants [NH2:1][C:2]1[N:7]([C:8]2[CH:13]=[CH:12][C:11]([I:14])=[CH:10][C:9]=2[F:15])[C:6](=[O:16])[N:5]([CH:17]2[CH2:19][CH2:18]2)[C:4](=[O:20])[CH:3]=1.[CH3:21][N:22]([CH3:25])[CH:23]=O.COC(OC)N(C)C.C(O)(C)C, predict the reaction product. (7) Given the reactants CO[C:3]([C:5]1[CH:6]=[C:7]2[C:11](=[CH:12][CH:13]=1)[NH:10][N:9]=[CH:8]2)=[O:4].[O:14]1[CH2:18][CH2:17][CH2:16][CH:15]1[CH2:19]OS(C)(=O)=O, predict the reaction product. The product is: [O:14]1[CH2:18][CH2:17][CH2:16][CH:15]1[CH2:19][N:10]1[C:11]2[C:7](=[CH:6][C:5]([CH2:3][OH:4])=[CH:13][CH:12]=2)[CH:8]=[N:9]1. (8) Given the reactants [CH:1]1([C@H:5]([NH:7][C:8]2[N:16]=[C:15]([C:17]([O:19][CH3:20])=[O:18])[N:14]=[C:13]3[C:9]=2[N:10]([CH2:31][C@H:32]2[CH2:37][CH2:36][C@H:35]([CH3:38])[CH2:34][CH2:33]2)[C:11]([C:21]2[CH:26]=[C:25]([C:27]([CH3:29])=[CH2:28])[C:24]([F:30])=[CH:23][N:22]=2)=[N:12]3)[CH3:6])[CH2:4][CH2:3][CH2:2]1.ClC(C1C(F)=CN=C(C2N(C[C@H]3CC[C@H](C)CC3)C3C(=NC(C(OC)=O)=NC=3N[C@@H](C3CCC3)C)N=2)C=1)(C)C, predict the reaction product. The product is: [CH:1]1([C@H:5]([NH:7][C:8]2[N:16]=[C:15]([C:17]([O:19][CH3:20])=[O:18])[N:14]=[C:13]3[C:9]=2[N:10]([CH2:31][C@H:32]2[CH2:33][CH2:34][C@H:35]([CH3:38])[CH2:36][CH2:37]2)[C:11]([C:21]2[CH:26]=[C:25]([CH:27]([CH3:29])[CH3:28])[C:24]([F:30])=[CH:23][N:22]=2)=[N:12]3)[CH3:6])[CH2:2][CH2:3][CH2:4]1. (9) Given the reactants Br[C:2]1[C:7]([Cl:8])=[CH:6][C:5]([NH:9][C:10]2[N:14]=[C:13]([NH2:15])[NH:12][N:11]=2)=[CH:4][C:3]=1[Cl:16].[C:17]([C:20]1[CH:21]=[C:22](B(O)O)[CH:23]=[CH:24][CH:25]=1)(=[O:19])[NH2:18].C(=O)([O-])[O-].[K+].[K+], predict the reaction product. The product is: [NH2:15][C:13]1[NH:12][N:11]=[C:10]([NH:9][C:5]2[CH:6]=[C:7]([Cl:8])[C:2]([C:24]3[CH:23]=[CH:22][CH:21]=[C:20]([C:17]([NH2:18])=[O:19])[CH:25]=3)=[C:3]([Cl:16])[CH:4]=2)[N:14]=1. (10) The product is: [NH2:24][C:18]1[C:17]2[N:16]=[C:15]([CH2:25][CH2:26][CH3:27])[N:14]([CH2:13][CH2:12][O:11][CH2:10][CH2:9][NH:8][C:33](=[O:34])[C:32]3[CH:36]=[CH:37][C:29]([Cl:28])=[CH:30][CH:31]=3)[C:22]=2[C:21]([Br:23])=[CH:20][N:19]=1. Given the reactants C(N(CC)CC)C.[NH2:8][CH2:9][CH2:10][O:11][CH2:12][CH2:13][N:14]1[C:22]2[C:21]([Br:23])=[CH:20][N:19]=[C:18]([NH2:24])[C:17]=2[N:16]=[C:15]1[CH2:25][CH2:26][CH3:27].[Cl:28][C:29]1[CH:37]=[CH:36][C:32]([C:33](Cl)=[O:34])=[CH:31][CH:30]=1, predict the reaction product.